From a dataset of Catalyst prediction with 721,799 reactions and 888 catalyst types from USPTO. Predict which catalyst facilitates the given reaction. (1) Reactant: [N+:1]([C:4]1[N:5]=[C:6]2[N:11]([CH:12]=1)[CH2:10][CH2:9][C@H:8]([CH2:13][O:14][C:15]1[CH:20]=[CH:19][C:18]([N:21]3[CH2:26][CH2:25][CH:24]([NH:27][C:28]4[CH:33]=[CH:32][C:31]([O:34][CH2:35][C:36]5[CH:41]=[CH:40][C:39]([O:42][C:43]([F:46])([F:45])[F:44])=[CH:38][CH:37]=5)=[CH:30][CH:29]=4)[CH2:23][CH2:22]3)=[CH:17][CH:16]=1)[O:7]2)([O-:3])=[O:2].C=O.[C:49]([BH3-])#N.[Na+].C(=O)([O-])[O-].[K+].[K+]. Product: [CH3:49][N:27]([CH:24]1[CH2:23][CH2:22][N:21]([C:18]2[CH:17]=[CH:16][C:15]([O:14][CH2:13][C@@H:8]3[O:7][C:6]4=[N:5][C:4]([N+:1]([O-:3])=[O:2])=[CH:12][N:11]4[CH2:10][CH2:9]3)=[CH:20][CH:19]=2)[CH2:26][CH2:25]1)[C:28]1[CH:33]=[CH:32][C:31]([O:34][CH2:35][C:36]2[CH:37]=[CH:38][C:39]([O:42][C:43]([F:46])([F:45])[F:44])=[CH:40][CH:41]=2)=[CH:30][CH:29]=1. The catalyst class is: 130. (2) Reactant: [C:1](Cl)(=[O:5])[C:2](Cl)=[O:3].CS(C)=O.FC1C([CH:18]([N:31]([CH3:50])[C:32]([CH:34]2[CH2:39][CH2:38][N:37]([C:40]([O:42][CH2:43][C:44]3[CH:49]=[CH:48][CH:47]=[CH:46][CH:45]=3)=[O:41])[CH2:36][CH2:35]2)=O)[CH:19](O)[C:20]2[CH:25]=[CH:24][CH:23]=[C:22]([C:26]([F:29])([F:28])[F:27])[CH:21]=2)=CC=C[N:13]=1.C([N:53]([CH2:56]C)CC)C.[C:58]([O-])(=O)[CH3:59].[NH4+:62]. Product: [NH4+:13].[OH-:3].[CH3:50][N:31]1[C:18]([C:59]2[CH:58]=[CH:56][NH:53][C:1](=[O:5])[CH:2]=2)=[C:19]([C:20]2[CH:25]=[CH:24][CH:23]=[C:22]([C:26]([F:27])([F:29])[F:28])[CH:21]=2)[N:62]=[C:32]1[CH:34]1[CH2:35][CH2:36][N:37]([C:40]([O:42][CH2:43][C:44]2[CH:49]=[CH:48][CH:47]=[CH:46][CH:45]=2)=[O:41])[CH2:38][CH2:39]1. The catalyst class is: 322.